From a dataset of Full USPTO retrosynthesis dataset with 1.9M reactions from patents (1976-2016). Predict the reactants needed to synthesize the given product. Given the product [F:1][C:2]1[CH:10]=[CH:9][CH:8]=[C:7]2[C:3]=1[CH:4]=[CH:5][N:6]2[C:16]([O:15][C:12]([CH3:14])([CH3:13])[CH3:11])=[O:17], predict the reactants needed to synthesize it. The reactants are: [F:1][C:2]1[CH:10]=[CH:9][CH:8]=[C:7]2[C:3]=1[CH:4]=[CH:5][NH:6]2.[CH3:11][C:12]([O:15][C:16](O[C:16]([O:15][C:12]([CH3:14])([CH3:13])[CH3:11])=[O:17])=[O:17])([CH3:14])[CH3:13].